Binary Classification. Given a miRNA mature sequence and a target amino acid sequence, predict their likelihood of interaction. From a dataset of Experimentally validated miRNA-target interactions with 360,000+ pairs, plus equal number of negative samples. (1) The miRNA is hsa-miR-6798-5p with sequence CCAGGGGGAUGGGCGAGCUUGGG. The protein sequence of the target gene is MADQLTEEQVTEFKEAFSLFDKDGDGCITTRELGTVMRSLGQNPTEAELRDMMSEIDRDGNGTVDFPEFLGMMARKMKDTDNEEEIREAFRVFDKDGNGFVSAAELRHVMTRLGEKLSDEEVDEMIRAADTDGDGQVNYEEFVRVLVSK. Result: 1 (interaction). (2) The miRNA is mmu-miR-380-5p with sequence AUGGUUGACCAUAGAACAUGCG. The protein sequence of the target gene is MAEGAAGREDPAPPDAAGGEDDPRVGPDAAGDCVTAASGGRMRDRRSGVALPGAAGTPADSEAGLLEAARATPRRSSIIKDPSNQKCGGRKKTVSFSSMPSEKKISSANDCISFMQAGCELKKVRPNSRIYNRFFTLDTDLQALRWEPSKKDLEKAKLDISAIKEIRLGKNTETFRNNGLADQICEDCAFSILHGENYESLDLVANSADVANIWVSGLRYLVSRSKQPLDFMEGNQNTPRFMWLKTVFEAADVDGNGIMLEDTSVELIKQLNPTLKEAKIRLKFKEIQKSKEKLTTRVTE.... Result: 0 (no interaction).